Dataset: Catalyst prediction with 721,799 reactions and 888 catalyst types from USPTO. Task: Predict which catalyst facilitates the given reaction. (1) Reactant: [N+:1]([C:4]1[CH:5]=[C:6]2[O:12][C:11](=[O:13])[NH:10][C:7]2=[N:8][CH:9]=1)([O-])=O. Product: [NH2:1][C:4]1[CH:5]=[C:6]2[O:12][C:11](=[O:13])[NH:10][C:7]2=[N:8][CH:9]=1. The catalyst class is: 19. (2) Reactant: C([O:3][C:4]([C:6]1[CH:7]=[C:8]2[C:13](=[CH:14][CH:15]=1)[C:12]([Br:16])=[N:11][N:10]([CH:17]([CH3:19])[CH3:18])[C:9]2=[O:20])=O)C.[Li+].[BH4-].[NH4+].[Cl-]. Product: [Br:16][C:12]1[C:13]2[C:8](=[CH:7][C:6]([CH2:4][OH:3])=[CH:15][CH:14]=2)[C:9](=[O:20])[N:10]([CH:17]([CH3:19])[CH3:18])[N:11]=1. The catalyst class is: 7.